This data is from NCI-60 drug combinations with 297,098 pairs across 59 cell lines. The task is: Regression. Given two drug SMILES strings and cell line genomic features, predict the synergy score measuring deviation from expected non-interaction effect. (1) Drug 1: CC1=C2C(C(=O)C3(C(CC4C(C3C(C(C2(C)C)(CC1OC(=O)C(C(C5=CC=CC=C5)NC(=O)C6=CC=CC=C6)O)O)OC(=O)C7=CC=CC=C7)(CO4)OC(=O)C)O)C)OC(=O)C. Drug 2: CC1C(C(CC(O1)OC2CC(CC3=C2C(=C4C(=C3O)C(=O)C5=C(C4=O)C(=CC=C5)OC)O)(C(=O)CO)O)N)O.Cl. Cell line: SW-620. Synergy scores: CSS=30.3, Synergy_ZIP=-5.65, Synergy_Bliss=-4.08, Synergy_Loewe=-0.182, Synergy_HSA=0.719. (2) Drug 1: C1=C(C(=O)NC(=O)N1)N(CCCl)CCCl. Drug 2: C1=NC2=C(N1)C(=S)N=CN2. Cell line: UO-31. Synergy scores: CSS=30.8, Synergy_ZIP=-5.47, Synergy_Bliss=6.44, Synergy_Loewe=6.52, Synergy_HSA=6.90. (3) Drug 1: CC1=C(C=C(C=C1)NC2=NC=CC(=N2)N(C)C3=CC4=NN(C(=C4C=C3)C)C)S(=O)(=O)N.Cl. Drug 2: C1C(C(OC1N2C=NC(=NC2=O)N)CO)O. Cell line: RXF 393. Synergy scores: CSS=18.0, Synergy_ZIP=5.95, Synergy_Bliss=1.47, Synergy_Loewe=-0.858, Synergy_HSA=5.08. (4) Drug 1: CC(C1=C(C=CC(=C1Cl)F)Cl)OC2=C(N=CC(=C2)C3=CN(N=C3)C4CCNCC4)N. Drug 2: C1CCC(C1)C(CC#N)N2C=C(C=N2)C3=C4C=CNC4=NC=N3. Cell line: BT-549. Synergy scores: CSS=-5.51, Synergy_ZIP=4.36, Synergy_Bliss=4.32, Synergy_Loewe=-1.31, Synergy_HSA=-0.717. (5) Drug 1: COC1=C(C=C2C(=C1)N=CN=C2NC3=CC(=C(C=C3)F)Cl)OCCCN4CCOCC4. Drug 2: C(CCl)NC(=O)N(CCCl)N=O. Cell line: HT29. Synergy scores: CSS=31.2, Synergy_ZIP=3.69, Synergy_Bliss=7.29, Synergy_Loewe=-4.71, Synergy_HSA=5.65. (6) Drug 1: CC1=C(N=C(N=C1N)C(CC(=O)N)NCC(C(=O)N)N)C(=O)NC(C(C2=CN=CN2)OC3C(C(C(C(O3)CO)O)O)OC4C(C(C(C(O4)CO)O)OC(=O)N)O)C(=O)NC(C)C(C(C)C(=O)NC(C(C)O)C(=O)NCCC5=NC(=CS5)C6=NC(=CS6)C(=O)NCCC[S+](C)C)O. Drug 2: CC1C(C(CC(O1)OC2CC(CC3=C2C(=C4C(=C3O)C(=O)C5=CC=CC=C5C4=O)O)(C(=O)C)O)N)O. Cell line: MALME-3M. Synergy scores: CSS=54.9, Synergy_ZIP=-1.75, Synergy_Bliss=3.56, Synergy_Loewe=0.891, Synergy_HSA=5.49.